Dataset: Catalyst prediction with 721,799 reactions and 888 catalyst types from USPTO. Task: Predict which catalyst facilitates the given reaction. (1) Reactant: [CH2:1]([O:8][NH:9][C:10]([C:12]1[CH:17]=[CH:16][CH:15]=[CH:14][C:13]=1[NH:18][CH2:19][C:20]1[CH:21]=[CH:22][C:23]([F:29])=[C:24]([CH:28]=1)[C:25](O)=[O:26])=[O:11])[C:2]1[CH:7]=[CH:6][CH:5]=[CH:4][CH:3]=1.O.ON1C2C=CC=CC=2N=N1.[NH2:41][CH2:42][CH2:43][OH:44].CN1CCOCC1.Cl.C(N=C=NCCCN(C)C)C. Product: [CH2:1]([O:8][NH:9][C:10]([C:12]1[CH:17]=[CH:16][CH:15]=[CH:14][C:13]=1[NH:18][CH2:19][C:20]1[CH:21]=[CH:22][C:23]([F:29])=[C:24]([CH:28]=1)[C:25]([NH:41][CH2:42][CH2:43][OH:44])=[O:26])=[O:11])[C:2]1[CH:7]=[CH:6][CH:5]=[CH:4][CH:3]=1. The catalyst class is: 3. (2) Reactant: F[C:2]1[CH:7]=[CH:6][CH:5]=[CH:4][C:3]=1[S:8]([NH:11][C:12]1[C:21]([C:22]([OH:24])=[O:23])=[C:20]2[C:15]([CH:16]3[CH2:25][CH:17]3[CH2:18][O:19]2)=[CH:14][CH:13]=1)(=[O:10])=[O:9].[CH2:26]([N:28]1[CH2:32][CH2:31][C@H:30]([CH2:33][NH2:34])[CH2:29]1)[CH3:27].C(N(CC)CC)C. Product: [CH2:26]([N:28]1[CH2:32][CH2:31][C@H:30]([CH2:33][NH:34][C:2]2[CH:7]=[CH:6][CH:5]=[CH:4][C:3]=2[S:8]([NH:11][C:12]2[C:21]([C:22]([OH:24])=[O:23])=[C:20]3[C:15]([CH:16]4[CH2:25][CH:17]4[CH2:18][O:19]3)=[CH:14][CH:13]=2)(=[O:10])=[O:9])[CH2:29]1)[CH3:27]. The catalyst class is: 16. (3) Reactant: C1C=C(Cl)C=C(C(OO)=[O:9])C=1.[Cl:12][C:13]1[C:14]2[C@H:21]([CH3:22])[CH2:20][CH2:19][C:15]=2[N:16]=[CH:17][N:18]=1.[O-]S([O-])(=S)=O.[Na+].[Na+].C([O-])([O-])=O.[Na+].[Na+]. Product: [Cl:12][C:13]1[N:18]=[CH:17][N+:16]([O-:9])=[C:15]2[CH2:19][CH2:20][C@@H:21]([CH3:22])[C:14]=12. The catalyst class is: 146. (4) Reactant: [O:1]1[CH:5]=[CH:4][N:3]=[C:2]1[C:6]1[CH:15]=[CH:14][CH:13]=[CH:12][C:7]=1[C:8]([O:10]C)=[O:9].[OH-].[Na+]. Product: [O:1]1[CH:5]=[CH:4][N:3]=[C:2]1[C:6]1[CH:15]=[CH:14][CH:13]=[CH:12][C:7]=1[C:8]([OH:10])=[O:9]. The catalyst class is: 92. (5) Reactant: [NH2:1][C@@H:2]([CH2:32][C:33]1[CH:38]=[CH:37][CH:36]=[CH:35][CH:34]=1)[C@@H:3]([OH:31])[CH2:4][C@@H:5]([NH:18][C:19](=[O:30])[C@H:20]([C:26]([CH3:29])([CH3:28])[CH3:27])[NH:21][C:22]([O:24][CH3:25])=[O:23])[CH2:6][C:7]1[CH:12]=[CH:11][C:10]([C:13]2[S:14][CH:15]=[CH:16][N:17]=2)=[CH:9][CH:8]=1.[CH3:39][O:40][C:41]([NH:43][C@@H:44]([C:48]([CH3:51])([CH3:50])[CH3:49])[C:45](O)=[O:46])=[O:42].CCOP(ON1N=NC2C=CC=CC=2C1=O)(OCC)=O.C(N(CC)C(C)C)(C)C. Product: [CH2:32]([C@@H:2]([C@@H:3]([OH:31])[CH2:4][C@H:5]([CH2:6][C:7]1[CH:12]=[CH:11][C:10]([C:13]2[S:14][CH:15]=[CH:16][N:17]=2)=[CH:9][CH:8]=1)[NH:18][C:19](=[O:30])[C@H:20]([C:26]([CH3:29])([CH3:28])[CH3:27])[NH:21][C:22](=[O:23])[O:24][CH3:25])[NH:1][C:45](=[O:46])[C@@H:44]([NH:43][C:41](=[O:42])[O:40][CH3:39])[C:48]([CH3:51])([CH3:50])[CH3:49])[C:33]1[CH:34]=[CH:35][CH:36]=[CH:37][CH:38]=1. The catalyst class is: 7. (6) Reactant: C(C(C(O)CN(S(C1C=CC(OC)=CC=1)(=O)=O)[CH2:15][C:16]([CH3:29])([CH3:28])[CH2:17][CH2:18][CH2:19][NH:20][C:21](=[O:27])[NH:22][CH2:23][C:24]([O-])=[O:25])NC=O)C1C=CC=CC=1.[O:42]1[C@@H:46]2[O:47][CH2:48][CH2:49][C@@H:45]2[C@H:44]([O:50][C:51](=[O:93])[NH:52][C@@H:53]([CH2:86][C:87]2[CH:92]=[CH:91][CH:90]=[CH:89][CH:88]=2)[C@H:54]([OH:85])[CH2:55][N:56]([S:74]([C:77]2[CH:82]=[CH:81][C:80]([O:83][CH3:84])=[CH:79][CH:78]=2)(=[O:76])=[O:75])CC(C)(C)CCCNC(=O)NCC(OCC)=O)[CH2:43]1.[NH3:94]. Product: [NH2:94][C:24](=[O:25])[CH2:23][NH:22][C:21]([NH:20][CH2:19][CH2:18][CH2:17][C:16]([CH3:29])([CH3:28])[CH2:15][CH:55]([NH:56][S:74]([C:77]1[CH:82]=[CH:81][C:80]([O:83][CH3:84])=[CH:79][CH:78]=1)(=[O:76])=[O:75])[C@H:54]([OH:85])[C@@H:53]([NH:52][C:51](=[O:93])[O:50][C@H:44]1[C@@H:45]2[C@@H:46]([O:47][CH2:48][CH2:49]2)[O:42][CH2:43]1)[CH2:86][C:87]1[CH:88]=[CH:89][CH:90]=[CH:91][CH:92]=1)=[O:27]. The catalyst class is: 5. (7) Reactant: [F-].[K+].[NH2:3][C:4]1[CH:9]=[CH:8][C:7]([N+:10]([O-:12])=[O:11])=[CH:6][C:5]=1[OH:13].Br[C:15]([CH3:22])([CH3:21])[C:16](OCC)=[O:17]. Product: [CH3:21][C:15]1([CH3:22])[C:16](=[O:17])[NH:3][C:4]2[CH:9]=[CH:8][C:7]([N+:10]([O-:12])=[O:11])=[CH:6][C:5]=2[O:13]1. The catalyst class is: 9. (8) Reactant: [CH3:1][O:2][C:3]1[CH:23]=[C:22]([O:24][CH3:25])[C:6]2[C:7]3[N:12]([CH:13]([CH3:15])[CH2:14][C:5]=2[CH:4]=1)[CH:11]=[C:10]([C:16]([O:18]CC)=[O:17])[C:9](=[O:21])[CH:8]=3.[OH-].[Na+].Cl. Product: [CH3:1][O:2][C:3]1[CH:23]=[C:22]([O:24][CH3:25])[C:6]2[C:7]3[N:12]([CH:13]([CH3:15])[CH2:14][C:5]=2[CH:4]=1)[CH:11]=[C:10]([C:16]([OH:18])=[O:17])[C:9](=[O:21])[CH:8]=3. The catalyst class is: 1.